From a dataset of NCI-60 drug combinations with 297,098 pairs across 59 cell lines. Regression. Given two drug SMILES strings and cell line genomic features, predict the synergy score measuring deviation from expected non-interaction effect. (1) Drug 1: CCN(CC)CCNC(=O)C1=C(NC(=C1C)C=C2C3=C(C=CC(=C3)F)NC2=O)C. Drug 2: CN(CCCl)CCCl.Cl. Cell line: CCRF-CEM. Synergy scores: CSS=57.7, Synergy_ZIP=-4.63, Synergy_Bliss=-5.60, Synergy_Loewe=-3.30, Synergy_HSA=-1.57. (2) Drug 1: C1CN1P(=S)(N2CC2)N3CC3. Drug 2: CN1C(=O)N2C=NC(=C2N=N1)C(=O)N. Cell line: SK-OV-3. Synergy scores: CSS=3.69, Synergy_ZIP=-0.520, Synergy_Bliss=4.90, Synergy_Loewe=-1.49, Synergy_HSA=2.11. (3) Drug 1: C1CN1P(=S)(N2CC2)N3CC3. Drug 2: CS(=O)(=O)CCNCC1=CC=C(O1)C2=CC3=C(C=C2)N=CN=C3NC4=CC(=C(C=C4)OCC5=CC(=CC=C5)F)Cl. Cell line: HCT116. Synergy scores: CSS=13.2, Synergy_ZIP=-7.30, Synergy_Bliss=-5.63, Synergy_Loewe=-17.2, Synergy_HSA=-6.70. (4) Drug 1: C1=C(C(=O)NC(=O)N1)N(CCCl)CCCl. Drug 2: C1CC(C1)(C(=O)O)C(=O)O.[NH2-].[NH2-].[Pt+2]. Cell line: M14. Synergy scores: CSS=45.8, Synergy_ZIP=4.96, Synergy_Bliss=6.90, Synergy_Loewe=7.26, Synergy_HSA=8.23. (5) Drug 1: C(=O)(N)NO. Drug 2: C1C(C(OC1N2C=NC(=NC2=O)N)CO)O. Cell line: HL-60(TB). Synergy scores: CSS=22.8, Synergy_ZIP=4.83, Synergy_Bliss=8.81, Synergy_Loewe=-46.1, Synergy_HSA=3.22. (6) Drug 1: CC1C(C(CC(O1)OC2CC(CC3=C2C(=C4C(=C3O)C(=O)C5=C(C4=O)C(=CC=C5)OC)O)(C(=O)CO)O)N)O.Cl. Drug 2: C(CC(=O)O)C(=O)CN.Cl. Cell line: T-47D. Synergy scores: CSS=3.25, Synergy_ZIP=2.96, Synergy_Bliss=5.20, Synergy_Loewe=-2.15, Synergy_HSA=-0.692.